This data is from Retrosynthesis with 50K atom-mapped reactions and 10 reaction types from USPTO. The task is: Predict the reactants needed to synthesize the given product. (1) Given the product COc1cc([N+](=O)[O-])ccc1C1OCCO1, predict the reactants needed to synthesize it. The reactants are: COc1cc([N+](=O)[O-])ccc1C=O.Cc1ccc(S(=O)(=O)O)cc1. (2) Given the product COc1c(Cl)ccc(-c2cc(NC(C)=O)ncc2C=O)c1F, predict the reactants needed to synthesize it. The reactants are: CC(=O)Nc1cc(Cl)c(C=O)cn1.COc1c(Cl)ccc(B2OC(C)(C)C(C)(C)O2)c1F.